Task: Predict the product of the given reaction.. Dataset: Forward reaction prediction with 1.9M reactions from USPTO patents (1976-2016) (1) Given the reactants [CH3:1][C:2]1[N:3]=[C:4]2[CH:12]=[CH:11][CH:10]=[C:9]3[N:5]2[C:6]=1[C:7](=[S:13])[NH:8]3.Br[CH2:15][CH2:16][CH2:17][CH2:18][CH2:19][N:20]1[C:24](=[O:25])[C:23]2=[CH:26][CH:27]=[CH:28][CH:29]=[C:22]2[C:21]1=[O:30].C(N(CC)CC)C, predict the reaction product. The product is: [CH3:1][C:2]1[N:3]=[C:4]2[CH:12]=[CH:11][CH:10]=[C:9]3[N:5]2[C:6]=1[C:7]([S:13][CH2:15][CH2:16][CH2:17][CH2:18][CH2:19][N:20]1[C:21](=[O:30])[C:22]2=[CH:29][CH:28]=[CH:27][CH:26]=[C:23]2[C:24]1=[O:25])=[N:8]3. (2) Given the reactants Br[C:2]1[N:7]=[CH:6][C:5]([C:8]([C:10]2[CH:15]=[C:14]([Br:16])[CH:13]=[CH:12][C:11]=2[Cl:17])=[O:9])=[CH:4][CH:3]=1.[CH2:18]([Al](CC)CC)[CH3:19].[Cl-].[Ce+3].[Cl-].[Cl-].C(=O)([O-])O.[Na+], predict the reaction product. The product is: [CH2:18]([C:2]1[N:7]=[CH:6][C:5]([C:8]([C:10]2[CH:15]=[C:14]([Br:16])[CH:13]=[CH:12][C:11]=2[Cl:17])=[O:9])=[CH:4][CH:3]=1)[CH3:19]. (3) Given the reactants CO[C:3](OC)([N:5]([CH3:7])[CH3:6])[CH3:4].[C:10]([O:14][C:15](=[O:22])[NH:16][CH2:17][CH2:18][C:19](=[S:21])[NH2:20])([CH3:13])([CH3:12])[CH3:11], predict the reaction product. The product is: [C:10]([O:14][C:15](=[O:22])[NH:16][CH2:17][CH2:18][C:19](=[S:21])[N:20]=[C:3]([N:5]([CH3:7])[CH3:6])[CH3:4])([CH3:13])([CH3:11])[CH3:12]. (4) Given the reactants C1(P(C2C=CC=CC=2)C2C=CC=CC=2)C=CC=CC=1.[CH3:20][O:21][C:22](=[O:34])[C:23]1[CH:28]=[CH:27][C:26]([CH2:29][N:30]=[N+]=[N-])=[CH:25][C:24]=1[Cl:33], predict the reaction product. The product is: [CH3:20][O:21][C:22](=[O:34])[C:23]1[CH:28]=[CH:27][C:26]([CH2:29][NH2:30])=[CH:25][C:24]=1[Cl:33].